Dataset: Experimentally validated miRNA-target interactions with 360,000+ pairs, plus equal number of negative samples. Task: Binary Classification. Given a miRNA mature sequence and a target amino acid sequence, predict their likelihood of interaction. (1) The miRNA is hsa-miR-4659a-5p with sequence CUGCCAUGUCUAAGAAGAAAAC. The protein sequence of the target gene is MAPGEKIKAKIKKNLPVTGPQAPTIKELMRWYCLNTNTHGCRRIVVSRGRLRRLLWIGFTLTAVALILWQCALLVFSFYTVSVSIKVHFRKLDFPAVTICNINPYKYSTVRHLLADLEQETREALKSLYGFPESRKRREAESWNSVSEGKQPRFSHRIPLLIFDQDEKGKARDFFTGRKRKVGGSIIHKASNVMHIESKQVVGFQLCSNDTSDCATYTFSSGINAIQEWYKLHYMNIMAQVPLEKKINMSYSAEELLVTCFFDGVSCDARNFTLFHHPMHGNCYTFNNRENETILSTSMG.... Result: 0 (no interaction). (2) The miRNA is hsa-miR-7107-3p with sequence UGGUCUGUUCAUUCUCUCUUUUUGGCC. The protein sequence of the target gene is MADDPSAADRNVEIWKIKKLIKSLEAARGNGTSMISLIIPPKDQISRVAKMLADEFGTASNIKSRVNRLSVLGAITSVQQRLKLYNKVPPNGLVVYCGTIVTEEGKEKKVNIDFEPFKPINTSLYLCDNKFHTEALTALLSDDSKFGFIVIDGSGALFGTLQGNTREVLHKFTVDLPKKHGRGGQSALRFARLRMEKRHNYVRKVAETAVQLFISGDKVNVAGLVLAGSADFKTELSQSDMFDQRLQSKVLKLVDISYGGENGFNQAIELSTEVLSNVKFIQEKKLIGRYFDEISQDTGK.... Result: 1 (interaction). (3) The miRNA is hsa-miR-6819-3p with sequence AAGCCUCUGUCCCCACCCCAG. The protein sequence of the target gene is MKAPGRLVLIILCSVVFSAVYILLCCWAGLPLCLATCLDHHFPTGSRPTVPGPLHFSGYSSVPDGKPLVREPCRSCAVVSSSGQMLGSGLGAEIDSAECVFRMNQAPTVGFEADVGQRSTLRVVSHTSVPLLLRNYSHYFQKARDTLYMVWGQGRHMDRVLGGRTYRTLLQLTRMYPGLQVYTFTERMMAYCDQIFQDETGKNRRQSGSFLSTGWFTMILALELCEEIVVYGMVSDSYCREKSHPSVPYHYFEKGRLDECQMYLAHEQAPRSAHRFITEKAVFSRWAKKRPIVFAHPSWR.... Result: 0 (no interaction). (4) The miRNA is rno-miR-375-3p with sequence UUUGUUCGUUCGGCUCGCGUGA. The protein sequence of the target gene is MDGLPGRALGAACLLLLAAGWLGPEAWGSPTPPPTPAAPPPPPPPGSPGGSQDTCTSCGGFRRPEELGRVDGDFLEAVKRHILSRLQMRGRPNITHAVPKAAMVTALRKLHAGKVREDGRVEIPHLDGHASPGADGQERVSEIISFAETDGLASSRVRLYFFISNEGNQNLFVVQASLWLYLKLLPYVLEKGSRRKVRVKVYFQEQGHGDRWNMVEKRVDLKRSGWHTFPLTEAIQALFERGERRLNLDVQCDSCQELAVVPVFVDPGEESHRPFVVVQARLGDSRHRIRKRGLECDGRT.... Result: 0 (no interaction). (5) The miRNA is hsa-let-7f-5p with sequence UGAGGUAGUAGAUUGUAUAGUU. The protein sequence of the target gene is MHFSSSARAADENFDYLFKIILIGDSNVGKTCVVQHFKSGVYTETQQNTIGVDFTVRSLDIDGKKVKMQVWDTAGQERFRTITQSYYRSAHAAIIAYDLTRRSTFESIPHWIHEIEKYGAANVVIMLIGNKCDLWEKRHVLFEDACTLAEKYGLLAVLETSAKESKNIEEVFVLMAKELIARNSLHLYGESALNGLPLDSSPVLMAQGPSEKTHCTC. Result: 1 (interaction). (6) The miRNA is mmu-miR-101a-3p with sequence UACAGUACUGUGAUAACUGAA. Result: 0 (no interaction). The protein sequence of the target gene is MQEGELAISPISPVAAMPPLGTHVQARCEAQINLLGEGGICKLPGRLRIQPALWSREDVLHWLRWAEQEYSLPCTAEHGFEMNGRALCILTKDDFRHRAPSSGDVLYELLQYIKTQRRALVCGPFFGGIFRLKTPTQHSPVPPEEVTGPSQMDTRRGHLLQPPDPGLTSNFGHLDDPGLARWTPGKEESLNLCHCAELGCRTQGVCSFPAMPQAPIDGRIADCRLLWDYVYQLLLDTRYEPYIKWEDKDAKIFRVVDPNGLARLWGNHKNRVNMTYEKMSRALRHYYKLNIIKKEPGQKL....